Dataset: Forward reaction prediction with 1.9M reactions from USPTO patents (1976-2016). Task: Predict the product of the given reaction. (1) Given the reactants [NH2:1][C:2]1[CH:3]=[CH:4][C:5]([F:40])=[C:6]([C:8]2[CH:13]=[CH:12][N:11]=[C:10]3[N:14]([S:30]([C:33]4[CH:39]=[CH:38][C:36]([CH3:37])=[CH:35][CH:34]=4)(=[O:32])=[O:31])[C:15]([C:17]4[CH2:22][CH2:21][N:20]([C:23]([O:25][C:26]([CH3:29])([CH3:28])[CH3:27])=[O:24])[CH2:19][CH:18]=4)=[CH:16][C:9]=23)[CH:7]=1.C(O)(=O)C.[F:45][C:46]1[CH:47]=[C:48]([CH:51]=[C:52]([F:54])[CH:53]=1)[CH:49]=O.C([BH3-])#N, predict the reaction product. The product is: [F:45][C:46]1[CH:47]=[C:48]([CH:51]=[C:52]([F:54])[CH:53]=1)[CH2:49][NH:1][C:2]1[CH:3]=[CH:4][C:5]([F:40])=[C:6]([C:8]2[CH:13]=[CH:12][N:11]=[C:10]3[N:14]([S:30]([C:33]4[CH:39]=[CH:38][C:36]([CH3:37])=[CH:35][CH:34]=4)(=[O:32])=[O:31])[C:15]([C:17]4[CH2:22][CH2:21][N:20]([C:23]([O:25][C:26]([CH3:29])([CH3:28])[CH3:27])=[O:24])[CH2:19][CH:18]=4)=[CH:16][C:9]=23)[CH:7]=1. (2) Given the reactants [C:1]([CH2:3][C:4](O)=[O:5])#[N:2].[CH2:7]([O:9][C:10]([C:12]1[C:16]([C:17]2[CH:22]=[CH:21][C:20]([O:23][CH2:24][CH:25]=[CH2:26])=[CH:19][CH:18]=2)=[C:15]([CH3:27])[S:14][C:13]=1[NH2:28])=[O:11])[CH3:8].C([O-])([O-])=O.[Na+].[Na+], predict the reaction product. The product is: [CH2:7]([O:9][C:10]([C:12]1[C:16]([C:17]2[CH:22]=[CH:21][C:20]([O:23][CH2:24][CH:25]=[CH2:26])=[CH:19][CH:18]=2)=[C:15]([CH3:27])[S:14][C:13]=1[NH:28][C:4](=[O:5])[CH2:3][C:1]#[N:2])=[O:11])[CH3:8]. (3) The product is: [OH:27][CH2:26][CH2:25][NH:24][C:9]([C:8]1[C:3]([O:2][CH3:1])=[CH:4][CH:5]=[CH:6][C:7]=1[NH:12][C:11]([C:13]1[C:22]2[C:17](=[CH:18][CH:19]=[CH:20][CH:21]=2)[CH:16]=[CH:15][CH:14]=1)=[O:10])=[O:23]. Given the reactants [CH3:1][O:2][C:3]1[C:8]2[C:9](=[O:23])[O:10][C:11]([C:13]3[C:22]4[C:17](=[CH:18][CH:19]=[CH:20][CH:21]=4)[CH:16]=[CH:15][CH:14]=3)=[N:12][C:7]=2[CH:6]=[CH:5][CH:4]=1.[NH2:24][CH2:25][CH2:26][OH:27], predict the reaction product.